This data is from Reaction yield outcomes from USPTO patents with 853,638 reactions. The task is: Predict the reaction yield, written as a fraction of the theoretical maximum amount of product (1.0 means a 100% yield; for example, 0.34 means a 34% yield). The reactants are Cl.Cl.[NH2:3][CH:4]1[C:22](=[O:23])[N:21]2[CH:17]([CH2:18][CH:19]([O:24][C:25]3[C:34]4[C:29](=[CH:30][CH:31]=[CH:32][CH:33]=4)[CH:28]=[CH:27][N:26]=3)[CH2:20]2)[C:16](=[O:35])[NH:15][C:14]2([C:36]([NH:38][S:39]([CH:42]3[CH2:44][CH2:43]3)(=[O:41])=[O:40])=[O:37])[CH:12]([CH2:13]2)[CH:11]=[CH:10][CH2:9][CH2:8][CH2:7][CH2:6][CH2:5]1.CCN(C(C)C)C(C)C.Cl[C:55]([O:57][CH:58]([CH3:60])[CH3:59])=[O:56]. The catalyst is C1(C)C=CC=CC=1. The product is [CH:58]([O:57][C:55](=[O:56])[NH:3][CH:4]1[C:22](=[O:23])[N:21]2[CH:17]([CH2:18][CH:19]([O:24][C:25]3[C:34]4[C:29](=[CH:30][CH:31]=[CH:32][CH:33]=4)[CH:28]=[CH:27][N:26]=3)[CH2:20]2)[C:16](=[O:35])[NH:15][C:14]2([C:36]([NH:38][S:39]([CH:42]3[CH2:43][CH2:44]3)(=[O:40])=[O:41])=[O:37])[CH:12]([CH2:13]2)[CH:11]=[CH:10][CH2:9][CH2:8][CH2:7][CH2:6][CH2:5]1)([CH3:60])[CH3:59]. The yield is 0.780.